From a dataset of Forward reaction prediction with 1.9M reactions from USPTO patents (1976-2016). Predict the product of the given reaction. Given the reactants C(OC([N:8]1[CH2:13][CH2:12][C:11]2[N:14]([CH2:36][CH:37]([OH:51])[CH2:38][N:39]3[CH2:44][CH2:43][CH:42]([N:45]4[CH2:49][CH2:48][CH2:47][C:46]4=[O:50])[CH2:41][CH2:40]3)[N:15]=[C:16]([C:17]3[CH:22]=[CH:21][C:20]([C:23]([F:26])([F:25])[F:24])=[C:19]([S:27][CH2:28][CH2:29][N:30]4[CH2:35][CH2:34][CH2:33][CH2:32][CH2:31]4)[CH:18]=3)[C:10]=2[CH2:9]1)=O)(C)(C)C.Cl, predict the reaction product. The product is: [OH:51][CH:37]([CH2:36][N:14]1[C:11]2[CH2:12][CH2:13][NH:8][CH2:9][C:10]=2[C:16]([C:17]2[CH:22]=[CH:21][C:20]([C:23]([F:24])([F:26])[F:25])=[C:19]([S:27][CH2:28][CH2:29][N:30]3[CH2:31][CH2:32][CH2:33][CH2:34][CH2:35]3)[CH:18]=2)=[N:15]1)[CH2:38][N:39]1[CH2:44][CH2:43][CH:42]([N:45]2[CH2:49][CH2:48][CH2:47][C:46]2=[O:50])[CH2:41][CH2:40]1.